This data is from Forward reaction prediction with 1.9M reactions from USPTO patents (1976-2016). The task is: Predict the product of the given reaction. (1) Given the reactants [F:1][C:2]1[CH:3]=[C:4]2[C:9](=[CH:10][C:11]=1[F:12])[NH:8][CH:7]=[C:6]([C:13]#[N:14])[C:5]2=[O:15].[CH:16]1([CH2:22]Cl)[CH2:21][CH2:20][CH2:19][CH2:18][CH2:17]1, predict the reaction product. The product is: [CH:16]1([CH2:22][N:8]2[C:9]3[C:4](=[CH:3][C:2]([F:1])=[C:11]([F:12])[CH:10]=3)[C:5](=[O:15])[C:6]([C:13]#[N:14])=[CH:7]2)[CH2:21][CH2:20][CH2:19][CH2:18][CH2:17]1. (2) Given the reactants I[C:2]1[CH:32]=[CH:31][CH:30]=[CH:29][C:3]=1[C:4]([NH:6][C:7]1[CH:12]=[CH:11][C:10]([N:13]([CH2:21][CH2:22][C:23]2[CH:28]=[CH:27][CH:26]=[CH:25][N:24]=2)[C:14](=[O:20])[O:15][C:16]([CH3:19])([CH3:18])[CH3:17])=[CH:9][CH:8]=1)=[O:5].OB(O)[C:35]1[CH:40]=[CH:39][C:38]([C:41]2[CH:46]=[CH:45][CH:44]=[CH:43][CH:42]=2)=[CH:37][CH:36]=1.C(N(CC)CC)C.C(OCC)(=O)C, predict the reaction product. The product is: [N:24]1[CH:25]=[CH:26][CH:27]=[CH:28][C:23]=1[CH2:22][CH2:21][N:13]([C:10]1[CH:11]=[CH:12][C:7]([NH:6][C:4]([C:3]2[CH:29]=[CH:30][CH:31]=[CH:32][C:2]=2[C:44]2[CH:45]=[CH:46][C:41]([C:38]3[CH:39]=[CH:40][CH:35]=[CH:36][CH:37]=3)=[CH:42][CH:43]=2)=[O:5])=[CH:8][CH:9]=1)[C:14](=[O:20])[O:15][C:16]([CH3:19])([CH3:18])[CH3:17]. (3) Given the reactants [CH3:1][O:2][C:3]1[C:8]([C:9]([OH:11])=O)=[CH:7][C:6]([C:12]([NH2:14])=[O:13])=[CH:5][CH:4]=1.[F:15][C:16]1[CH:22]=[CH:21][CH:20]=[CH:19][C:17]=1[NH2:18], predict the reaction product. The product is: [F:15][C:16]1[CH:22]=[CH:21][CH:20]=[CH:19][C:17]=1[NH:18][C:9](=[O:11])[C:8]1[CH:7]=[C:6]([CH:5]=[CH:4][C:3]=1[O:2][CH3:1])[C:12]([NH2:14])=[O:13]. (4) Given the reactants [S:1]1[C:5]2[CH:6]=[CH:7][C:8]([NH:10][C:11]3[CH:23]=[C:22]([CH2:24][CH2:25][C:26]4[CH:31]=[CH:30][CH:29]=[C:28]([O:32][CH3:33])[CH:27]=4)[CH:21]=[CH:20][C:12]=3[C:13]([O:15]C(C)(C)C)=[O:14])=[CH:9][C:4]=2[CH:3]=[CH:2]1, predict the reaction product. The product is: [S:1]1[C:5]2[CH:6]=[CH:7][C:8]([NH:10][C:11]3[CH:23]=[C:22]([CH2:24][CH2:25][C:26]4[CH:31]=[CH:30][CH:29]=[C:28]([O:32][CH3:33])[CH:27]=4)[CH:21]=[CH:20][C:12]=3[C:13]([OH:15])=[O:14])=[CH:9][C:4]=2[CH:3]=[CH:2]1. (5) Given the reactants [F:1][C:2]1[CH:12]=[CH:11][C:10](I)=[CH:9][C:3]=1[C:4]([O:6][CH2:7][CH3:8])=[O:5].[Br:14][C:15]1[CH2:19][CH2:18][CH2:17][C:16]=1B(O)O.C(=O)([O-])[O-].[K+].[K+], predict the reaction product. The product is: [Br:14][C:15]1[CH2:19][CH2:18][CH2:17][C:16]=1[C:10]1[CH:11]=[CH:12][C:2]([F:1])=[C:3]([CH:9]=1)[C:4]([O:6][CH2:7][CH3:8])=[O:5]. (6) Given the reactants O[CH2:2][C:3]1[C:8]2[NH:9][C:10]([C:12]([O:14][CH3:15])=[O:13])=[N:11][C:7]=2[CH:6]=[CH:5][CH:4]=1.[H-].[Na+].[CH3:18][Si:19]([CH3:26])([CH3:25])[CH2:20][CH2:21][O:22][CH2:23]Cl, predict the reaction product. The product is: [CH3:15][O:14][C:12]([C:10]1[N:11]([CH2:23][O:22][CH2:21][CH2:20][Si:19]([CH3:26])([CH3:25])[CH3:18])[C:7]2[CH:6]=[CH:5][CH:4]=[C:3]([CH3:2])[C:8]=2[N:9]=1)=[O:13]. (7) Given the reactants [C:1]1([S:7]([N:10]2[C:14]3[N:15]=[C:16]([C:20]4[CH:25]=[CH:24][CH:23]=[CH:22][CH:21]=4)[N:17]=[C:18](Cl)[C:13]=3[CH:12]=[C:11]2[C:26]([O-:28])=[O:27])(=[O:9])=[O:8])[CH:6]=[CH:5][CH:4]=[CH:3][CH:2]=1.[Li+].[OH:30][CH:31](O)[CH2:32][CH2:33][NH2:34].Cl.CS(C)=[O:39], predict the reaction product. The product is: [C:1]1([S:7]([N:10]2[C:14]3[N:15]=[C:16]([C:20]4[CH:25]=[CH:24][CH:23]=[CH:22][CH:21]=4)[N:17]=[C:18]([NH:34][CH2:33][C@H:32]([OH:39])[CH2:31][OH:30])[C:13]=3[CH:12]=[C:11]2[C:26]([OH:28])=[O:27])(=[O:9])=[O:8])[CH:6]=[CH:5][CH:4]=[CH:3][CH:2]=1. (8) Given the reactants [N:1]1[C:2]([NH2:10])=[N:3][N:4]2[CH:9]=[CH:8][N:7]=[CH:6][C:5]=12.[CH3:11][C:12]([O:15][C:16](O[C:16]([O:15][C:12]([CH3:14])([CH3:13])[CH3:11])=[O:17])=[O:17])([CH3:14])[CH3:13].[Li+].C[Si]([N-][Si](C)(C)C)(C)C, predict the reaction product. The product is: [C:12]([O:15][C:16](=[O:17])[NH:10][C:2]1[N:1]=[C:5]2[CH:6]=[N:7][CH:8]=[CH:9][N:4]2[N:3]=1)([CH3:14])([CH3:13])[CH3:11]. (9) Given the reactants Br[C:2]1[S:6][C:5]([CH:7]2[N:11]([C:12]3[CH:17]=[CH:16][C:15]([F:18])=[CH:14][C:13]=3[F:19])[N:10]=[C:9]([C:20]([F:26])([F:25])[C:21]([F:24])([F:23])[F:22])[CH2:8]2)=[CH:4][CH:3]=1.[C:27]([N:34]1[CH2:39][CH2:38][NH:37][CH2:36][CH2:35]1)([O:29][C:30]([CH3:33])([CH3:32])[CH3:31])=[O:28].C1C=CC(P(C2C(C3C(P(C4C=CC=CC=4)C4C=CC=CC=4)=CC=C4C=3C=CC=C4)=C3C(C=CC=C3)=CC=2)C2C=CC=CC=2)=CC=1.CC(C)([O-])C.[Na+], predict the reaction product. The product is: [C:27]([N:34]1[CH2:35][CH2:36][N:37]([C:2]2[S:6][C:5]([CH:7]3[N:11]([C:12]4[CH:17]=[CH:16][C:15]([F:18])=[CH:14][C:13]=4[F:19])[N:10]=[C:9]([C:20]([F:26])([F:25])[C:21]([F:24])([F:23])[F:22])[CH2:8]3)=[CH:4][CH:3]=2)[CH2:38][CH2:39]1)([O:29][C:30]([CH3:33])([CH3:32])[CH3:31])=[O:28].